From a dataset of Full USPTO retrosynthesis dataset with 1.9M reactions from patents (1976-2016). Predict the reactants needed to synthesize the given product. (1) Given the product [Br:1][C:2]1[CH:3]=[C:4]([F:12])[C:5]2[O:9][C:8](=[O:10])[N:7]([CH2:19][CH:20]([F:22])[F:21])[C:6]=2[CH:11]=1, predict the reactants needed to synthesize it. The reactants are: [Br:1][C:2]1[CH:3]=[C:4]([F:12])[C:5]2[O:9][C:8](=[O:10])[NH:7][C:6]=2[CH:11]=1.FC(F)(F)S(O[CH2:19][CH:20]([F:22])[F:21])(=O)=O. (2) Given the product [CH3:29][O:28][C:27](=[O:30])[NH:26][C@@H:17]1[CH:16]2[C:15](=[O:31])[CH2:14][C@H:13]([C:11]3[O:12][C:8]([C:5]4[CH:6]=[CH:7][C:2]([C:49]5[CH:50]=[CH:51][C:46]([C:44]6[NH:45][C:41]([C@@H:37]7[CH2:38][CH2:39][CH2:40][N:36]7[C:35](=[O:61])[C@@H:34]([NH:62][C:63]([O:64][CH3:65])=[O:66])[CH:33]([CH3:67])[CH3:32])=[CH:42][N:43]=6)=[CH:47][CH:48]=5)=[CH:3][CH:4]=4)=[N:9][N:10]=3)[CH2:25][N:23]3[C:24]2=[C:20]([CH:21]=[CH:22]3)[CH2:19][CH2:18]1, predict the reactants needed to synthesize it. The reactants are: Br[C:2]1[CH:7]=[CH:6][C:5]([C:8]2[O:12][C:11]([C@@H:13]3[CH2:25][N:23]4[C:24]5[CH:16]([C@@H:17]([NH:26][C:27](=[O:30])[O:28][CH3:29])[CH2:18][CH2:19][C:20]=5[CH:21]=[CH:22]4)[C:15](=[O:31])[CH2:14]3)=[N:10][N:9]=2)=[CH:4][CH:3]=1.[CH3:32][CH:33]([CH3:67])[C@H:34]([NH:62][C:63](=[O:66])[O:64][CH3:65])[C:35](=[O:61])[N:36]1[CH2:40][CH2:39][CH2:38][C@H:37]1[C:41]1[NH:45][C:44]([C:46]2[CH:51]=[CH:50][C:49](B3OC(C)(C)C(C)(C)O3)=[CH:48][CH:47]=2)=[N:43][CH:42]=1.C(=O)([O-])[O-].[Cs+].[Cs+].CN(C=O)C. (3) The reactants are: [Br:1][C:2]1[CH:7]=[CH:6][C:5]([C:8]([CH3:12])([CH3:11])[C:9]#N)=[C:4]([F:13])[CH:3]=1.CC(C[AlH]CC(C)C)C.Cl.C([O-])(O)=[O:25].[Na+]. Given the product [Br:1][C:2]1[CH:7]=[CH:6][C:5]([C:8]([CH3:12])([CH3:11])[CH:9]=[O:25])=[C:4]([F:13])[CH:3]=1, predict the reactants needed to synthesize it. (4) Given the product [CH3:27][O:26][C:23](=[O:25])[CH2:24][CH2:6][CH2:7][CH2:8][CH:9]([C:10]1[C:11](=[O:15])[CH2:12][CH2:13][CH:14]=1)[CH3:18], predict the reactants needed to synthesize it. The reactants are: COC(=O)CC[CH2:6][CH2:7][CH2:8][CH:9]=[C:10]1[CH2:14][CH2:13][CH2:12][C:11]1=[O:15].Cl.[C:18](=O)(O)[O-].[Na+].[C:23]([O:26][CH2:27]C)(=[O:25])[CH3:24]. (5) Given the product [C:1]([N:4]1[C:13]2[C:8](=[CH:9][C:10]([O:14][CH3:15])=[CH:11][CH:12]=2)[C:7]([C:8]2[CH:13]=[CH:12][CH:11]=[CH:10][CH:9]=2)([CH3:16])[CH2:6][C:5]1([CH3:18])[CH3:17])(=[O:3])[CH3:2], predict the reactants needed to synthesize it. The reactants are: [C:1]([N:4]1[C:13]2[C:8](=[CH:9][C:10]([O:14][CH3:15])=[CH:11][CH:12]=2)[C:7]([CH3:16])=[CH:6][C:5]1([CH3:18])[CH3:17])(=[O:3])[CH3:2].[Al+3].[Cl-].[Cl-].[Cl-]. (6) The reactants are: [N:1]([CH:4]1[CH2:10][CH:9]([C:11]2[CH:16]=[CH:15][CH:14]=[CH:13][CH:12]=2)[CH2:8][CH2:7][N:6]([CH2:17][CH:18]2[CH2:20][CH2:19]2)[C:5]1=[O:21])=[N+]=[N-]. Given the product [NH2:1][CH:4]1[CH2:10][CH:9]([C:11]2[CH:16]=[CH:15][CH:14]=[CH:13][CH:12]=2)[CH2:8][CH2:7][N:6]([CH2:17][CH:18]2[CH2:20][CH2:19]2)[C:5]1=[O:21], predict the reactants needed to synthesize it. (7) The reactants are: [CH2:1]([O:5][C:6]1[N:14]=[C:13]2[C:9]([N:10]=[C:11]([O:23][CH3:24])[N:12]2[CH2:15][C:16]2[CH:21]=[CH:20][C:19]([OH:22])=[CH:18][CH:17]=2)=[C:8]([NH2:25])[N:7]=1)[CH2:2][CH2:3][CH3:4].Br[CH2:27][CH2:28][CH2:29][N:30]1[C:34](=[O:35])[C:33]2=[CH:36][CH:37]=[CH:38][CH:39]=[C:32]2[C:31]1=[O:40].C(=O)([O-])[O-].[K+].[K+].[I-].[K+]. Given the product [CH2:1]([O:5][C:6]1[N:14]=[C:13]2[C:9]([N:10]=[C:11]([O:23][CH3:24])[N:12]2[CH2:15][C:16]2[CH:21]=[CH:20][C:19]([O:22][CH2:27][CH2:28][CH2:29][N:30]3[C:34](=[O:35])[C:33]4=[CH:36][CH:37]=[CH:38][CH:39]=[C:32]4[C:31]3=[O:40])=[CH:18][CH:17]=2)=[C:8]([NH2:25])[N:7]=1)[CH2:2][CH2:3][CH3:4], predict the reactants needed to synthesize it. (8) Given the product [O:29]1[C:25]2[CH:24]=[CH:23][C:22]([C:19]3[S:20][CH:21]=[C:17]([C:15]([NH:3][C:2]4[NH:1][CH:4]=[C:5]([C:7]5[CH:12]=[CH:11][CH:10]=[C:9]([O:13][CH3:14])[CH:8]=5)[N:6]=4)=[O:16])[N:18]=3)=[CH:30][C:26]=2[CH2:27][CH2:28]1, predict the reactants needed to synthesize it. The reactants are: [NH2:1][C:2]1[N:3]([C:15]([C:17]2[N:18]=[C:19]([C:22]3[CH:23]=[CH:24][C:25]4[O:29][CH2:28][CH2:27][C:26]=4[CH:30]=3)[S:20][CH:21]=2)=[O:16])[CH:4]=[C:5]([C:7]2[CH:12]=[CH:11][CH:10]=[C:9]([O:13][CH3:14])[CH:8]=2)[N:6]=1.C1(C)C(C)=CC=CC=1. (9) Given the product [F:1][C:2]1[CH:3]=[CH:4][C:5]([O:6][C:7]2[C:8]([C:9]([NH:16][CH2:15][C:14]3[CH:13]=[CH:8][C:29]([C:30]([OH:26])=[O:23])=[CH:28][CH:27]=3)=[O:10])=[CH:13][C:14]([C:17]([F:20])([F:19])[F:18])=[CH:15][N:16]=2)=[CH:21][CH:22]=1, predict the reactants needed to synthesize it. The reactants are: [F:1][C:2]1[CH:22]=[CH:21][C:5]([O:6][C:7]2[N:16]=[CH:15][C:14]([C:17]([F:20])([F:19])[F:18])=[CH:13][C:8]=2[C:9](OC)=[O:10])=[CH:4][CH:3]=1.[OH-:23].[Li+].Cl.[O:26]1[CH2:30][CH2:29][CH2:28][CH2:27]1.